Dataset: Forward reaction prediction with 1.9M reactions from USPTO patents (1976-2016). Task: Predict the product of the given reaction. (1) Given the reactants [CH2:1]([O:8][C@H:9]1[CH2:13][N:12]([C:14]([O:16]C(C)(C)C)=O)[C@H:11]([CH2:21]O)[CH2:10]1)[C:2]1C=CC=CC=1.Cl.O1CCOCC1.[OH:30][CH:31]([C:35]1[CH:40]=[CH:39][CH:38]=[C:37]([C:41]([F:44])([F:43])[F:42])[CH:36]=1)[C:32]([OH:34])=O.F[P-](F)(F)(F)(F)F.N1(OC(N(C)C)=[N+](C)C)[C:56]2[N:57]=[CH:58][CH:59]=[CH:60][C:55]=2[N:54]=N1.C[N:70]1CCO[CH2:72][CH2:71]1, predict the reaction product. The product is: [CH:60]1([C:55]2[N:54]=[CH:2][C:1]([O:8][C@H:9]3[CH2:13][N:12]4[C:14](=[O:16])[CH2:72][CH2:71][N:70]([C:32](=[O:34])[CH:31]([OH:30])[C:35]5[CH:40]=[CH:39][CH:38]=[C:37]([C:41]([F:44])([F:43])[F:42])[CH:36]=5)[CH2:21][C@@H:11]4[CH2:10]3)=[N:57][CH:56]=2)[CH2:59][CH2:58]1. (2) Given the reactants [CH2:1]([O:8][C:9]1[CH:14]=[CH:13][C:12](Br)=[CH:11][C:10]=1[CH3:16])[C:2]1[CH:7]=[CH:6][CH:5]=[CH:4][CH:3]=1.C([O-])(=O)C.[K+].[B:22]1([B:22]2[O:26][C:25]([CH3:28])([CH3:27])[C:24]([CH3:30])([CH3:29])[O:23]2)[O:26][C:25]([CH3:28])([CH3:27])[C:24]([CH3:30])([CH3:29])[O:23]1, predict the reaction product. The product is: [CH2:1]([O:8][C:9]1[CH:14]=[CH:13][C:12]([B:22]2[O:26][C:25]([CH3:28])([CH3:27])[C:24]([CH3:30])([CH3:29])[O:23]2)=[CH:11][C:10]=1[CH3:16])[C:2]1[CH:7]=[CH:6][CH:5]=[CH:4][CH:3]=1. (3) The product is: [CH3:6][O:7][C:8]([C:10]1[CH:11]=[C:12]2[C:16](=[CH:17][CH:18]=1)[NH:15][CH:14]=[C:13]2[C:25](=[O:26])[CH2:24][CH2:23][C:22]([O:21][CH3:20])=[O:28])=[O:9]. Given the reactants C([Li])CCC.[CH3:6][O:7][C:8]([C:10]1[CH:11]=[C:12]2[C:16](=[CH:17][CH:18]=1)[NH:15][CH:14]=[CH:13]2)=[O:9].[Cl-].[CH3:20][O:21][C:22](=[O:28])[CH2:23][CH2:24][C:25](O)=[O:26].[Cl-].[Al+3].[Cl-].[Cl-].[Na+].[Cl-], predict the reaction product. (4) Given the reactants [CH2:1]([O:8][C:9]1[N:14]=[CH:13][C:12]([C:15]2([OH:22])[CH2:20][CH2:19][C:18](=O)[CH2:17][CH2:16]2)=[CH:11][CH:10]=1)[C:2]1[CH:7]=[CH:6][CH:5]=[CH:4][CH:3]=1.[NH:23]1[CH2:26][CH:25]([NH:27][C:28]([CH2:30][NH:31][C:32](=[O:43])[C:33]2[CH:38]=[CH:37][CH:36]=[C:35]([C:39]([F:42])([F:41])[F:40])[CH:34]=2)=[O:29])[CH2:24]1, predict the reaction product. The product is: [CH2:1]([O:8][C:9]1[N:14]=[CH:13][C:12]([C:15]2([OH:22])[CH2:20][CH2:19][CH:18]([N:23]3[CH2:26][CH:25]([NH:27][C:28]([CH2:30][NH:31][C:32](=[O:43])[C:33]4[CH:38]=[CH:37][CH:36]=[C:35]([C:39]([F:42])([F:40])[F:41])[CH:34]=4)=[O:29])[CH2:24]3)[CH2:17][CH2:16]2)=[CH:11][CH:10]=1)[C:2]1[CH:7]=[CH:6][CH:5]=[CH:4][CH:3]=1. (5) Given the reactants [CH:1]1[C:6]([NH2:7])=[CH:5][C:4]2[C:8]([O:10][C:11]3([C:21]4[CH:22]=[CH:23][C:24]([OH:26])=[CH:25][C:20]=4[O:19][C:13]4[CH:14]=[C:15]([OH:18])[CH:16]=[CH:17][C:12]3=4)[C:3]=2[CH:2]=1)=[O:9].C[N:28]([CH:30]=O)C, predict the reaction product. The product is: [CH:1]1[CH:6]=[CH:5][C:4]([C:8]([OH:10])=[O:9])=[C:3]([C:11]2[C:12]3[CH:17]=[CH:16][C:15]([OH:18])=[CH:14][C:13]=3[O:19][C:20]3[C:21]=2[CH:22]=[CH:23][C:24]([CH:25]=3)=[O:26])[CH:2]=1.[CH:30]([NH2:28])=[NH:7]. (6) Given the reactants [Cl-].[Cl-].[CH3:3][SiH:4]([Zr+2:6]([CH:16]1[C:24]2[CH:19]([CH2:20][CH:21]=[CH:22][CH:23]=2)[CH2:18][CH2:17]1)[CH:7]1[C:15]2[CH:10]([CH2:11][CH:12]=[CH:13][CH:14]=2)[CH2:9][CH2:8]1)[CH3:5].C([Sn]([F:38])(CCCC)CCCC)CCC, predict the reaction product. The product is: [F-:38].[F-:38].[CH3:5][SiH:4]([Zr+2:6]([CH:7]1[C:15]2[CH:10]([CH2:11][CH:12]=[CH:13][CH:14]=2)[CH2:9][CH2:8]1)[CH:16]1[C:24]2[CH:19]([CH2:20][CH:21]=[CH:22][CH:23]=2)[CH2:18][CH2:17]1)[CH3:3]. (7) The product is: [OH:24][C:23]1[CH:3]=[CH:2][CH:1]=[CH:6][C:5]=1[CH2:7][CH2:8][C:9]([O:11][CH3:4])=[O:10]. Given the reactants [CH:1]1[CH:2]=[CH:3][C:4]2[O:11][C:9](=[O:10])[CH2:8][CH2:7][C:5]=2[CH:6]=1.OS(O)(=O)=O.C([O-])([O-])=O.[K+].[K+].[CH3:23][OH:24], predict the reaction product. (8) Given the reactants [CH3:1][O:2][C:3]1[CH:8]=[CH:7][CH:6]=[C:5]([CH3:9])[C:4]=1[NH:10]C(=O)C.C(OC(=O)C)(=O)C.C([O-])(=O)C.[K+].[N:26](OCCC(C)C)=O, predict the reaction product. The product is: [CH3:1][O:2][C:3]1[CH:8]=[CH:7][CH:6]=[C:5]2[C:4]=1[NH:10][N:26]=[CH:9]2. (9) Given the reactants [CH3:1][C:2]1([CH3:17])[CH2:7][C:6]([CH3:9])([CH3:8])[CH2:5][C:4]([NH:12][C:13](=O)OC)([CH:10]=[CH2:11])[CH2:3]1.[N-]=[N+]=[N-].[Na+].FC(F)(F)C(O)=O.N.C(Cl)(Cl)[Cl:31], predict the reaction product. The product is: [ClH:31].[CH3:13][NH:12][C:4]1([CH:10]=[CH2:11])[CH2:3][C:2]([CH3:1])([CH3:17])[CH2:7][C:6]([CH3:9])([CH3:8])[CH2:5]1. (10) The product is: [C:22]([O:26][C:27]([N:29]1[CH2:30][CH:31]=[C:32]([C:15]2[N:14]=[C:13]([C:5]3[CH:4]=[C:3]([C:2]([F:21])([F:20])[F:1])[CH:8]=[C:7]([C:9]([F:12])([F:11])[F:10])[CH:6]=3)[CH:18]=[CH:17][N:16]=2)[CH2:33][CH2:34]1)=[O:28])([CH3:25])([CH3:23])[CH3:24]. Given the reactants [F:1][C:2]([F:21])([F:20])[C:3]1[CH:4]=[C:5]([C:13]2[CH:18]=[CH:17][N:16]=[C:15](Cl)[N:14]=2)[CH:6]=[C:7]([C:9]([F:12])([F:11])[F:10])[CH:8]=1.[C:22]([O:26][C:27]([N:29]1[CH2:34][CH:33]=[C:32](B2OC(C)(C)C(C)(C)O2)[CH2:31][CH2:30]1)=[O:28])([CH3:25])([CH3:24])[CH3:23].C([O-])([O-])=O.[Na+].[Na+], predict the reaction product.